This data is from Reaction yield outcomes from USPTO patents with 853,638 reactions. The task is: Predict the reaction yield, written as a fraction of the theoretical maximum amount of product (1.0 means a 100% yield; for example, 0.34 means a 34% yield). The reactants are [F:1][C:2]1[CH:7]=[CH:6][C:5]([N:8]([C:18]2[CH:23]=[CH:22][CH:21]=[CH:20][C:19]=2O)[C:9](=O)[C:10]2[CH:15]=[CH:14][C:13]([OH:16])=[CH:12][CH:11]=2)=[CH:4][CH:3]=1.C1C[O:28]CC1. No catalyst specified. The product is [F:1][C:2]1[CH:7]=[CH:6][C:5]([N:8]([CH2:9][C:10]2[CH:15]=[CH:14][C:13]([OH:16])=[CH:12][CH:11]=2)[C:18]2[CH:23]=[CH:22][C:21]([OH:28])=[CH:20][CH:19]=2)=[CH:4][CH:3]=1. The yield is 0.920.